From a dataset of Reaction yield outcomes from USPTO patents with 853,638 reactions. Predict the reaction yield, written as a fraction of the theoretical maximum amount of product (1.0 means a 100% yield; for example, 0.34 means a 34% yield). (1) The reactants are C[O-].[Na+].C[O:5][C:6]([C:8]1[CH:12]=[C:11]([C:13]2[CH:18]=[N:17][CH:16]=[CH:15][N:14]=2)[N:10]([C:19]2[N:20]=[N:21][C:22](Cl)=[CH:23][CH:24]=2)[N:9]=1)=[O:7].[OH-].[Na+].[CH2:28]([O:30]CC)C. The catalyst is CO.O1CCCC1.O. The product is [CH3:28][O:30][C:22]1[N:21]=[N:20][C:19]([N:10]2[C:11]([C:13]3[CH:18]=[N:17][CH:16]=[CH:15][N:14]=3)=[CH:12][C:8]([C:6]([OH:5])=[O:7])=[N:9]2)=[CH:24][CH:23]=1. The yield is 0.740. (2) The reactants are [NH2:1][CH2:2][CH2:3][C:4]1[N:5]=[C:6]([NH:9][C:10]2[C:15]([O:16][CH2:17][C:18]3[CH:23]=[CH:22][CH:21]=[CH:20][CH:19]=3)=[CH:14][CH:13]=[CH:12][N:11]=2)[S:7][CH:8]=1.C(N(CC)CC)C.[C:31](Cl)(=[O:38])[C:32]1[CH:37]=[CH:36][CH:35]=[CH:34][CH:33]=1.C(OCC)(=O)C. The catalyst is CN(C=O)C. The product is [CH2:17]([O:16][C:15]1[C:10]([NH:9][C:6]2[S:7][CH:8]=[C:4]([CH2:3][CH2:2][NH:1][C:31](=[O:38])[C:32]3[CH:37]=[CH:36][CH:35]=[CH:34][CH:33]=3)[N:5]=2)=[N:11][CH:12]=[CH:13][CH:14]=1)[C:18]1[CH:23]=[CH:22][CH:21]=[CH:20][CH:19]=1. The yield is 0.218. (3) The reactants are Br[C:2]1[CH:10]=[CH:9][C:5]([C:6]([OH:8])=[O:7])=[CH:4][C:3]=1[O:11][CH3:12].[C:13]([O-:16])(O)=O.[Na+].[CH3:18]S(C)=O. The catalyst is C(Cl)Cl. The product is [CH3:18][O:8][C:6](=[O:7])[C:5]1[CH:9]=[CH:10][C:2]([CH:13]=[O:16])=[C:3]([O:11][CH3:12])[CH:4]=1. The yield is 0.790.